Dataset: NCI-60 drug combinations with 297,098 pairs across 59 cell lines. Task: Regression. Given two drug SMILES strings and cell line genomic features, predict the synergy score measuring deviation from expected non-interaction effect. (1) Drug 1: C1=CN(C(=O)N=C1N)C2C(C(C(O2)CO)O)(F)F. Drug 2: C1CC(CNC1)C2=CC=C(C=C2)N3C=C4C=CC=C(C4=N3)C(=O)N. Cell line: OVCAR3. Synergy scores: CSS=42.8, Synergy_ZIP=-3.60, Synergy_Bliss=-8.36, Synergy_Loewe=-31.8, Synergy_HSA=-5.66. (2) Drug 1: C1=NC(=NC(=O)N1C2C(C(C(O2)CO)O)O)N. Drug 2: C(CC(=O)O)C(=O)CN.Cl. Cell line: MALME-3M. Synergy scores: CSS=11.2, Synergy_ZIP=-1.46, Synergy_Bliss=0.215, Synergy_Loewe=0.820, Synergy_HSA=1.34. (3) Drug 1: CC12CCC3C(C1CCC2O)C(CC4=C3C=CC(=C4)O)CCCCCCCCCS(=O)CCCC(C(F)(F)F)(F)F. Drug 2: CC(C)CN1C=NC2=C1C3=CC=CC=C3N=C2N. Cell line: UO-31. Synergy scores: CSS=-0.850, Synergy_ZIP=0.971, Synergy_Bliss=-0.758, Synergy_Loewe=-2.66, Synergy_HSA=-2.96. (4) Drug 1: CC1CCC2CC(C(=CC=CC=CC(CC(C(=O)C(C(C(=CC(C(=O)CC(OC(=O)C3CCCCN3C(=O)C(=O)C1(O2)O)C(C)CC4CCC(C(C4)OC)OCCO)C)C)O)OC)C)C)C)OC. Drug 2: CCC1(C2=C(COC1=O)C(=O)N3CC4=CC5=C(C=CC(=C5CN(C)C)O)N=C4C3=C2)O.Cl. Synergy scores: CSS=20.7, Synergy_ZIP=-6.99, Synergy_Bliss=-3.36, Synergy_Loewe=-0.875, Synergy_HSA=0.714. Cell line: HCC-2998. (5) Drug 1: CC1=C(C=C(C=C1)NC2=NC=CC(=N2)N(C)C3=CC4=NN(C(=C4C=C3)C)C)S(=O)(=O)N.Cl. Drug 2: CN(CCCl)CCCl.Cl. Cell line: SR. Synergy scores: CSS=69.9, Synergy_ZIP=11.4, Synergy_Bliss=9.58, Synergy_Loewe=-5.47, Synergy_HSA=10.5.